Dataset: Full USPTO retrosynthesis dataset with 1.9M reactions from patents (1976-2016). Task: Predict the reactants needed to synthesize the given product. (1) Given the product [F:44][C:43]([F:46])([F:45])[C:41]([OH:47])=[O:42].[NH:28]([C:25]1[CH:24]=[CH:23][C:22]([C:21]([O:20][C:15]2[CH:14]=[C:13]([C:10]3[CH2:9][C:8]([CH2:7][C:6]([OH:40])=[O:5])([C:33]([OH:35])=[O:34])[O:12][N:11]=3)[CH:18]=[C:17]([CH3:19])[CH:16]=2)=[O:32])=[CH:27][CH:26]=1)[C:29]([NH2:31])=[NH:30], predict the reactants needed to synthesize it. The reactants are: C([O:5][C:6](=[O:40])[CH2:7][C:8]1([C:33]([O:35]C(C)(C)C)=[O:34])[O:12][N:11]=[C:10]([C:13]2[CH:18]=[C:17]([CH3:19])[CH:16]=[C:15]([O:20][C:21](=[O:32])[C:22]3[CH:27]=[CH:26][C:25]([NH:28][C:29]([NH2:31])=[NH:30])=[CH:24][CH:23]=3)[CH:14]=2)[CH2:9]1)(C)(C)C.[C:41]([OH:47])([C:43]([F:46])([F:45])[F:44])=[O:42]. (2) Given the product [ClH:13].[N+:1]([C:4]1[CH:5]=[C:6]([CH:10]=[CH:11][CH:12]=1)[C:7]#[N+:8][O-:9])([O-:3])=[O:2], predict the reactants needed to synthesize it. The reactants are: [N+:1]([C:4]1[CH:5]=[C:6]([CH:10]=[CH:11][CH:12]=1)[CH:7]=[N:8][OH:9])([O-:3])=[O:2].[Cl:13]Cl. (3) The reactants are: [CH3:1][N:2]1[CH:6]=[C:5](B2OC(C)(C)C(C)(C)O2)[CH:4]=[N:3]1.Br[C:17]1[CH:18]=[N:19][C:20]([Cl:25])=[C:21]([CH:24]=1)[C:22]#[N:23].C(=O)([O-])[O-].[K+].[K+].O1CCOCC1.O. Given the product [Cl:25][C:20]1[N:19]=[CH:18][C:17]([C:5]2[CH:4]=[N:3][N:2]([CH3:1])[CH:6]=2)=[CH:24][C:21]=1[C:22]#[N:23], predict the reactants needed to synthesize it. (4) The reactants are: [CH3:1][S:2]([O:5][CH2:6][C@:7]1([CH2:40][CH:41]=[O:42])[CH2:12][C@H:11]([C:13]2[CH:18]=[CH:17][CH:16]=[C:15]([Cl:19])[CH:14]=2)[C@@H:10]([C:20]2[CH:25]=[CH:24][C:23]([Cl:26])=[CH:22][CH:21]=2)[N:9]([C@@H:27]([CH2:37][CH3:38])[CH2:28][N:29]([CH3:36])[S:30]([CH:33]2[CH2:35][CH2:34]2)(=[O:32])=[O:31])[C:8]1=[O:39])(=[O:4])=[O:3].OOS([O-])=O.[K+].[CH3:49][OH:50]. Given the product [Cl:19][C:15]1[CH:14]=[C:13]([C@@H:11]2[C@@H:10]([C:20]3[CH:21]=[CH:22][C:23]([Cl:26])=[CH:24][CH:25]=3)[N:9]([C@@H:27]([CH2:37][CH3:38])[CH2:28][N:29]([CH3:36])[S:30]([CH:33]3[CH2:34][CH2:35]3)(=[O:32])=[O:31])[C:8](=[O:39])[C@:7]([CH2:40][C:41]([O:50][CH3:49])=[O:42])([CH2:6][O:5][S:2]([CH3:1])(=[O:4])=[O:3])[CH2:12]2)[CH:18]=[CH:17][CH:16]=1, predict the reactants needed to synthesize it.